Dataset: Reaction yield outcomes from USPTO patents with 853,638 reactions. Task: Predict the reaction yield, written as a fraction of the theoretical maximum amount of product (1.0 means a 100% yield; for example, 0.34 means a 34% yield). The reactants are [O:1]1[CH2:6][CH2:5][CH:4]([OH:7])[CH2:3][CH2:2]1.[H-].[Na+].[Cl:10][C:11]1[S:15][C:14]([C:16]2[CH:17]=[C:18]([C:23](=[O:25])[CH3:24])[CH:19]=[CH:20][C:21]=2F)=[CH:13][CH:12]=1. The catalyst is CS(C)=O. The product is [Cl:10][C:11]1[S:15][C:14]([C:16]2[CH:17]=[C:18]([C:23](=[O:25])[CH3:24])[CH:19]=[CH:20][C:21]=2[O:7][CH:4]2[CH2:5][CH2:6][O:1][CH2:2][CH2:3]2)=[CH:13][CH:12]=1. The yield is 1.00.